This data is from Catalyst prediction with 721,799 reactions and 888 catalyst types from USPTO. The task is: Predict which catalyst facilitates the given reaction. (1) Reactant: [Br:1][C:2]1[CH:6]=[C:5]([CH:7]2[O:11][CH2:10][CH2:9][O:8]2)[S:4][C:3]=1[CH2:12][OH:13].N1C=CN=C1.[CH:19]([Si:22](Cl)([CH:26]([CH3:28])[CH3:27])[CH:23]([CH3:25])[CH3:24])([CH3:21])[CH3:20]. Product: [Br:1][C:2]1[CH:6]=[C:5]([CH:7]2[O:11][CH2:10][CH2:9][O:8]2)[S:4][C:3]=1[CH2:12][O:13][Si:22]([CH:26]([CH3:28])[CH3:27])([CH:23]([CH3:25])[CH3:24])[CH:19]([CH3:21])[CH3:20]. The catalyst class is: 2. (2) Reactant: [C:1]([C:4]1[C:12]2[C:11]([N:13]3[CH2:16][CH2:15][C@H:14]3[C:17]3[N:22]([C:23]4[CH:28]=[CH:27][C:26]([F:29])=[CH:25][CH:24]=4)[C:21](=[O:30])[C:20]4=[C:31]([Cl:34])[CH:32]=[CH:33][N:19]4[N:18]=3)=[N:10][CH:9]=[N:8][C:7]=2[N:6](COCC[Si](C)(C)C)[CH:5]=1)(=[O:3])[CH3:2]. Product: [C:1]([C:4]1[C:12]2[C:11]([N:13]3[CH2:16][CH2:15][C@H:14]3[C:17]3[N:22]([C:23]4[CH:24]=[CH:25][C:26]([F:29])=[CH:27][CH:28]=4)[C:21](=[O:30])[C:20]4=[C:31]([Cl:34])[CH:32]=[CH:33][N:19]4[N:18]=3)=[N:10][CH:9]=[N:8][C:7]=2[NH:6][CH:5]=1)(=[O:3])[CH3:2]. The catalyst class is: 67. (3) Reactant: [OH:1][CH2:2][C@H:3]1[CH2:8][CH2:7][CH2:6][N:5]([C:9]([O:11][C:12]([CH3:15])([CH3:14])[CH3:13])=[O:10])[CH2:4]1.I(C1C=CC=CC=1C(O)=O)(=O)=O. Product: [C:12]([O:11][C:9]([N:5]1[CH2:6][CH2:7][CH2:8][C@H:3]([CH:2]=[O:1])[CH2:4]1)=[O:10])([CH3:15])([CH3:14])[CH3:13]. The catalyst class is: 13. (4) Reactant: [CH:1]1([CH:7]=[O:8])[CH2:6][CH2:5][CH2:4][CH2:3][CH2:2]1.C(O[CH2:13][CH:14]=[CH2:15])(=O)C.O.CCN(CC)CC.CC1C(C)=C(C)C(C)=C(C)C=1C. Product: [CH:1]1([CH:7]([OH:8])[CH2:15][CH:14]=[CH2:13])[CH2:6][CH2:5][CH2:4][CH2:3][CH2:2]1. The catalyst class is: 12. (5) Product: [CH3:18][C:15]1([CH3:19])[CH2:16][O:17][B:12]([C:2]2[CH:7]=[CH:6][C:5]([C:8]([OH:11])([CH3:10])[CH3:9])=[CH:4][CH:3]=2)[O:13][CH2:14]1. The catalyst class is: 151. Reactant: Br[C:2]1[CH:7]=[CH:6][C:5]([C:8]([OH:11])([CH3:10])[CH3:9])=[CH:4][CH:3]=1.[B:12]1([B:12]2[O:17][CH2:16][C:15]([CH3:19])([CH3:18])[CH2:14][O:13]2)[O:17][CH2:16][C:15]([CH3:19])([CH3:18])[CH2:14][O:13]1.CC([O-])=O.[K+]. (6) Reactant: [CH2:1]([O:8][C:9]1[C:14]2[NH:15][CH:16]=[N:17][C:13]=2[CH:12]=[C:11]([Cl:18])[N:10]=1)[C:2]1[CH:7]=[CH:6][CH:5]=[CH:4][CH:3]=1.[C:19]([O-])([O-])=O.[K+].[K+].IC. Product: [CH2:1]([O:8][C:9]1[C:14]2[N:15]([CH3:19])[CH:16]=[N:17][C:13]=2[CH:12]=[C:11]([Cl:18])[N:10]=1)[C:2]1[CH:3]=[CH:4][CH:5]=[CH:6][CH:7]=1. The catalyst class is: 3. (7) Product: [Br:29][B:28]1[N:7]([C:1]2[CH:2]=[CH:3][CH:4]=[CH:5][CH:6]=2)[C:8]2[CH:13]=[CH:12][CH:11]=[CH:10][C:9]=2[N:14]1[C:15]1[CH:20]=[CH:19][CH:18]=[CH:17][CH:16]=1. The catalyst class is: 11. Reactant: [C:1]1([NH:7][C:8]2[C:9]([NH:14][C:15]3[CH:20]=[CH:19][CH:18]=[CH:17][CH:16]=3)=[CH:10][CH:11]=[CH:12][CH:13]=2)[CH:6]=[CH:5][CH:4]=[CH:3][CH:2]=1.C(N(CC)CC)C.[B:28](Br)(Br)[Br:29]. (8) Reactant: [CH3:1][O:2][C:3]1[C:8]2[S:9][C:10]([C:12]([F:15])([F:14])[F:13])=[CH:11][C:7]=2[C:6]([C:16](=O)[C:17]([CH3:23])([CH3:22])[C:18](OC)=[O:19])=[CH:5][CH:4]=1.O.[NH2:26][NH2:27]. Product: [CH3:1][O:2][C:3]1[C:8]2[S:9][C:10]([C:12]([F:15])([F:14])[F:13])=[CH:11][C:7]=2[C:6]([C:16]2[C:17]([CH3:23])([CH3:22])[C:18](=[O:19])[NH:27][N:26]=2)=[CH:5][CH:4]=1. The catalyst class is: 8. (9) Reactant: I[C:2]1[CH:7]=[CH:6][C:5]([CH2:8][N:9]2[CH2:13][CH2:12][CH2:11][C:10]2=[O:14])=[CH:4][CH:3]=1.[CH3:15][N:16]1[CH2:21][CH2:20][C:19]2[NH:22][N:23]=[C:24]([C:25]([F:28])([F:27])[F:26])[C:18]=2[CH2:17]1.CN(C)CC(O)=O.C(=O)([O-])[O-].[K+].[K+]. Product: [CH3:15][N:16]1[CH2:21][CH2:20][C:19]2[N:22]([C:2]3[CH:7]=[CH:6][C:5]([CH2:8][N:9]4[CH2:13][CH2:12][CH2:11][C:10]4=[O:14])=[CH:4][CH:3]=3)[N:23]=[C:24]([C:25]([F:27])([F:26])[F:28])[C:18]=2[CH2:17]1. The catalyst class is: 156. (10) Reactant: [Cl:1][C:2]1[CH:3]=[C:4]([CH:10]([C:23]([F:26])([F:25])[F:24])/[CH:11]=[CH:12]/[C:13]2[CH:14]=[C:15]3[C:19](=[CH:20][CH:21]=2)[C:18](=O)[CH2:17][CH2:16]3)[CH:5]=[C:6]([Cl:9])[C:7]=1[F:8].[F:27][C:28]([F:33])([F:32])[CH2:29][CH2:30][NH2:31].C([BH3-])#N.[Na+]. Product: [Cl:1][C:2]1[CH:3]=[C:4]([CH:10]([C:23]([F:26])([F:25])[F:24])/[CH:11]=[CH:12]/[C:13]2[CH:14]=[C:15]3[C:19](=[CH:20][CH:21]=2)[CH:18]([NH:31][CH2:30][CH2:29][C:28]([F:33])([F:32])[F:27])[CH2:17][CH2:16]3)[CH:5]=[C:6]([Cl:9])[C:7]=1[F:8]. The catalyst class is: 26.